From a dataset of Full USPTO retrosynthesis dataset with 1.9M reactions from patents (1976-2016). Predict the reactants needed to synthesize the given product. (1) The reactants are: [C:1]([C:3]1[CH:8]=[CH:7][C:6]([CH:9]2[CH2:12][N:11]([C:13]([C:15]3[CH:16]=[CH:17][C:18]([CH3:40])=[C:19]([C:21]4[N:22]=[C:23]([CH:27]5[CH2:32][CH2:31][N:30]([C:33]([O:35][C:36]([CH3:39])([CH3:38])[CH3:37])=[O:34])[CH2:29][CH2:28]5)[NH:24][C:25]=4[CH3:26])[CH:20]=3)=[O:14])[CH2:10]2)=[CH:5][CH:4]=1)#[N:2].[C:41](OC(N1CCC(C2NC(C3C=C(C=CC=3C)C(O)=O)=C(C)N=2)(C)CC1)=O)(C)(C)C.C(OC(N1CCC(C2NC(C3C=C(C=CC=3C)C(O)=O)=C(C)N=2)CC1)=O)(C)(C)C. Given the product [C:1]([C:3]1[CH:8]=[CH:7][C:6]([CH:9]2[CH2:10][N:11]([C:13]([C:15]3[CH:16]=[CH:17][C:18]([CH3:40])=[C:19]([C:21]4[NH:22][C:23]([C:27]5([CH3:41])[CH2:32][CH2:31][N:30]([C:33]([O:35][C:36]([CH3:37])([CH3:39])[CH3:38])=[O:34])[CH2:29][CH2:28]5)=[N:24][C:25]=4[CH3:26])[CH:20]=3)=[O:14])[CH2:12]2)=[CH:5][CH:4]=1)#[N:2], predict the reactants needed to synthesize it. (2) Given the product [C:4]1(=[O:15])[N:5]([O:6][CH2:7][C:8]([OH:10])=[O:9])[C:1](=[O:20])[C:2]2=[CH:19][CH:18]=[CH:17][CH:16]=[C:3]12, predict the reactants needed to synthesize it. The reactants are: [C:1]1(=[O:20])[N:5]([O:6][CH2:7][C:8]([O:10]C(C)(C)C)=[O:9])[C:4](=[O:15])[C:3]2=[CH:16][CH:17]=[CH:18][CH:19]=[C:2]12.FC(F)(F)C(O)=O. (3) Given the product [OH:1][CH2:2][C:3]1([NH:9][C:10]([C:12]2[C:20]3[C:15](=[N:16][CH:17]=[C:18]([CH:21]4[CH2:23][CH2:22]4)[N:19]=3)[NH:14][CH:13]=2)=[O:11])[CH2:8][CH2:7][O:6][CH2:5][CH2:4]1, predict the reactants needed to synthesize it. The reactants are: [OH:1][CH2:2][C:3]1([NH:9][C:10]([C:12]2[C:20]3[C:15](=[N:16][CH:17]=[C:18]([CH:21]4[CH2:23][CH2:22]4)[N:19]=3)[N:14](COCC[Si](C)(C)C)[CH:13]=2)=[O:11])[CH2:8][CH2:7][O:6][CH2:5][CH2:4]1.FC(F)(F)C(O)=O.